This data is from Full USPTO retrosynthesis dataset with 1.9M reactions from patents (1976-2016). The task is: Predict the reactants needed to synthesize the given product. (1) Given the product [CH2:10]([O:9][C:1](=[O:8])[CH:2]([CH:18]1[CH2:19][CH2:20][CH:15]([CH2:12][CH2:13][CH3:14])[C:16](=[O:21])[CH2:17]1)[C:3]([O:5][CH2:6][CH3:7])=[O:4])[CH3:11], predict the reactants needed to synthesize it. The reactants are: [C:1]([O:9][CH2:10][CH3:11])(=[O:8])[CH2:2][C:3]([O:5][CH2:6][CH3:7])=[O:4].[CH2:12]([C:15]1[C:16](=[O:21])[CH2:17][CH2:18][CH2:19][CH:20]=1)[CH2:13][CH3:14].Cl. (2) The reactants are: BrC1C=NC2C3C=CC(CC(OCC)=O)=CC=3NC=2C=1.[Br:21][C:22]1[CH:23]=[C:24]([N+:39]([O-])=O)[C:25]([C:28]2[CH:29]=[C:30]([CH2:34][C:35]([O:37][CH3:38])=[O:36])[CH:31]=[CH:32][CH:33]=2)=[N:26][CH:27]=1.CCN(CCOC1C=CC(CC2C=CC=CC=2)=CC=1)CC.Cl. Given the product [Br:21][C:22]1[CH:27]=[N:26][C:25]2[C:28]3[CH:29]=[C:30]([CH2:34][C:35]([O:37][CH3:38])=[O:36])[CH:31]=[CH:32][C:33]=3[NH:39][C:24]=2[CH:23]=1, predict the reactants needed to synthesize it. (3) Given the product [NH2:1][C:2]1[C:10]2[C:5](=[N:6][CH:7]=[C:8]([C:11]3[O:12][CH:13]=[CH:14][CH:15]=3)[N:9]=2)[S:4][C:3]=1[C:16]([NH:53][C:54]1[CH:55]=[C:56]([NH:61][C:62](=[O:74])[C:63]2[CH:68]=[CH:67][CH:66]=[C:65]([C:69]([C:72]#[N:73])([CH3:70])[CH3:71])[CH:64]=2)[CH:57]=[CH:58][C:59]=1[CH3:60])=[O:18], predict the reactants needed to synthesize it. The reactants are: [NH2:1][C:2]1[C:10]2[C:5](=[N:6][CH:7]=[C:8]([C:11]3[O:12][CH:13]=[CH:14][CH:15]=3)[N:9]=2)[S:4][C:3]=1[C:16]([OH:18])=O.CN(C(ON1N=NC2C=CC=NC1=2)=[N+](C)C)C.F[P-](F)(F)(F)(F)F.CCN(C(C)C)C(C)C.Cl.[NH2:53][C:54]1[CH:55]=[C:56]([NH:61][C:62](=[O:74])[C:63]2[CH:68]=[CH:67][CH:66]=[C:65]([C:69]([C:72]#[N:73])([CH3:71])[CH3:70])[CH:64]=2)[CH:57]=[CH:58][C:59]=1[CH3:60]. (4) Given the product [Cl:12][CH2:13][C:14]([C:4]1[CH:5]=[CH:6][C:1]([NH:7][C:8](=[O:11])[O:9][CH3:10])=[CH:2][CH:3]=1)=[O:15], predict the reactants needed to synthesize it. The reactants are: [C:1]1([NH:7][C:8](=[O:11])[O:9][CH3:10])[CH:6]=[CH:5][CH:4]=[CH:3][CH:2]=1.[Cl:12][CH2:13][C:14](Cl)=[O:15].[Al+3].[Cl-].[Cl-].[Cl-]. (5) Given the product [ClH:34].[C:21]1([C@H:19]([NH:18][C@H:15]2[CH2:16][CH2:17][C@@H:13]([C:10]3[CH:9]=[CH:8][C:7]([O:6][CH2:5][C:4]([OH:31])=[O:3])=[CH:12][CH:11]=3)[CH2:14]2)[CH3:20])[C:30]2[C:25](=[CH:26][CH:27]=[CH:28][CH:29]=2)[CH:24]=[CH:23][CH:22]=1, predict the reactants needed to synthesize it. The reactants are: C([O:3][C:4](=[O:31])[CH2:5][O:6][C:7]1[CH:12]=[CH:11][C:10]([C@@H:13]2[CH2:17][CH2:16][C@H:15]([NH:18][C@@H:19]([C:21]3[C:30]4[C:25](=[CH:26][CH:27]=[CH:28][CH:29]=4)[CH:24]=[CH:23][CH:22]=3)[CH3:20])[CH2:14]2)=[CH:9][CH:8]=1)C.[OH-].[Na+].[ClH:34].C(OCC)(=O)C. (6) Given the product [F:1][C:2]1[CH:7]=[C:6]([C:8]2[C:13]([F:14])=[CH:12][C:11]([CH2:15][C:16]([OH:18])=[O:17])=[CH:10][N:9]=2)[CH:5]=[CH:4][N:3]=1, predict the reactants needed to synthesize it. The reactants are: [F:1][C:2]1[CH:7]=[C:6]([C:8]2[C:13]([F:14])=[CH:12][C:11]([CH2:15][C:16]([O:18]C(C)(C)C)=[O:17])=[CH:10][N:9]=2)[CH:5]=[CH:4][N:3]=1.C(O)(C(F)(F)F)=O.C([O-])([O-])=O.[Na+].[Na+].